This data is from NCI-60 drug combinations with 297,098 pairs across 59 cell lines. The task is: Regression. Given two drug SMILES strings and cell line genomic features, predict the synergy score measuring deviation from expected non-interaction effect. (1) Synergy scores: CSS=52.7, Synergy_ZIP=-0.543, Synergy_Bliss=-0.636, Synergy_Loewe=-22.2, Synergy_HSA=1.08. Drug 1: COC1=CC(=CC(=C1O)OC)C2C3C(COC3=O)C(C4=CC5=C(C=C24)OCO5)OC6C(C(C7C(O6)COC(O7)C8=CC=CS8)O)O. Cell line: CCRF-CEM. Drug 2: CC12CCC3C(C1CCC2O)C(CC4=C3C=CC(=C4)O)CCCCCCCCCS(=O)CCCC(C(F)(F)F)(F)F. (2) Drug 1: C1=CC(=CC=C1CC(C(=O)O)N)N(CCCl)CCCl.Cl. Drug 2: C1=NC2=C(N1)C(=S)N=CN2. Cell line: UACC-257. Synergy scores: CSS=-4.43, Synergy_ZIP=-5.09, Synergy_Bliss=-13.2, Synergy_Loewe=-24.1, Synergy_HSA=-16.4. (3) Drug 1: CC(C)(C1=NC(=CC=C1)N2C3=NC(=NC=C3C(=O)N2CC=C)NC4=CC=C(C=C4)N5CCN(CC5)C)O. Drug 2: CS(=O)(=O)CCNCC1=CC=C(O1)C2=CC3=C(C=C2)N=CN=C3NC4=CC(=C(C=C4)OCC5=CC(=CC=C5)F)Cl. Cell line: OVCAR3. Synergy scores: CSS=65.6, Synergy_ZIP=-4.25, Synergy_Bliss=-3.75, Synergy_Loewe=-10.8, Synergy_HSA=2.53. (4) Drug 1: C1=CC(=CC=C1CCC2=CNC3=C2C(=O)NC(=N3)N)C(=O)NC(CCC(=O)O)C(=O)O. Drug 2: C1C(C(OC1N2C=NC3=C(N=C(N=C32)Cl)N)CO)O. Cell line: SK-MEL-5. Synergy scores: CSS=6.25, Synergy_ZIP=-2.42, Synergy_Bliss=-0.590, Synergy_Loewe=-0.978, Synergy_HSA=-1.32. (5) Drug 1: C1CCN(CC1)CCOC2=CC=C(C=C2)C(=O)C3=C(SC4=C3C=CC(=C4)O)C5=CC=C(C=C5)O. Drug 2: CCC1(C2=C(COC1=O)C(=O)N3CC4=CC5=C(C=CC(=C5CN(C)C)O)N=C4C3=C2)O.Cl. Cell line: COLO 205. Synergy scores: CSS=35.2, Synergy_ZIP=1.74, Synergy_Bliss=2.74, Synergy_Loewe=-56.9, Synergy_HSA=-1.93. (6) Drug 1: CN1CCC(CC1)COC2=C(C=C3C(=C2)N=CN=C3NC4=C(C=C(C=C4)Br)F)OC. Drug 2: C#CCC(CC1=CN=C2C(=N1)C(=NC(=N2)N)N)C3=CC=C(C=C3)C(=O)NC(CCC(=O)O)C(=O)O. Cell line: UACC-257. Synergy scores: CSS=1.19, Synergy_ZIP=-1.24, Synergy_Bliss=-1.46, Synergy_Loewe=-3.31, Synergy_HSA=-2.66.